The task is: Binary Classification. Given a T-cell receptor sequence (or CDR3 region) and an epitope sequence, predict whether binding occurs between them.. This data is from TCR-epitope binding with 47,182 pairs between 192 epitopes and 23,139 TCRs. (1) The epitope is RIFTIGTVTLK. The TCR CDR3 sequence is CSVTTTTNEKLFF. Result: 0 (the TCR does not bind to the epitope). (2) The epitope is KAYNVTQAF. The TCR CDR3 sequence is CASSQGGSPNEKLFF. Result: 1 (the TCR binds to the epitope). (3) The epitope is QIKVRVKMV. The TCR CDR3 sequence is CASGYWSGDTQYF. Result: 0 (the TCR does not bind to the epitope). (4) The epitope is KLWAQCVQL. The TCR CDR3 sequence is CASSFGPKGEQYF. Result: 1 (the TCR binds to the epitope). (5) The epitope is MLNIPSINV. The TCR CDR3 sequence is CASSGTSGGYEQYF. Result: 0 (the TCR does not bind to the epitope). (6) The epitope is TLVPQEHYV. The TCR CDR3 sequence is CASSQEIGTEPNEKLFF. Result: 1 (the TCR binds to the epitope). (7) The epitope is RLRPGGKKR. The TCR CDR3 sequence is CAISGIGRDTDTQYF. Result: 0 (the TCR does not bind to the epitope). (8) The epitope is KRWIILGLNK. The TCR CDR3 sequence is CASSVADLSYEQYF. Result: 1 (the TCR binds to the epitope).